From a dataset of Full USPTO retrosynthesis dataset with 1.9M reactions from patents (1976-2016). Predict the reactants needed to synthesize the given product. (1) Given the product [Br:1][C:2]1[CH:6]=[C:5]([C:7]([NH:8][C:9]2[C:17]([CH3:18])=[CH:16][C:15]([Cl:19])=[CH:14][C:10]=2[C:11]([NH:32][CH2:31][CH:28]2[CH2:30][CH2:29]2)=[O:13])=[O:12])[N:4]([C:20]2[C:25]([Cl:26])=[CH:24][CH:23]=[CH:22][N:21]=2)[N:3]=1, predict the reactants needed to synthesize it. The reactants are: [Br:1][C:2]1[CH:6]=[C:5]([C:7]2[O:12][C:11](=[O:13])[C:10]3[CH:14]=[C:15]([Cl:19])[CH:16]=[C:17]([CH3:18])[C:9]=3[N:8]=2)[N:4]([C:20]2[C:25]([Cl:26])=[CH:24][CH:23]=[CH:22][N:21]=2)[N:3]=1.Cl.[CH:28]1([CH2:31][NH2:32])[CH2:30][CH2:29]1.C(N(CC)CC)C.O. (2) The reactants are: [Cl:1][C:2]1[CH:3]=[C:4]([C:8]2[S:9][CH2:10][CH:11]([C:13]([OH:15])=O)[N:12]=2)[CH:5]=[CH:6][CH:7]=1.[NH2:16][C:17]1[C:18]([F:27])=[C:19]([C:23]([F:26])([F:25])[F:24])[CH:20]=[CH:21][CH:22]=1.CCN(C(C)C)C(C)C.C1CN([P+](Br)(N2CCCC2)N2CCCC2)CC1.F[P-](F)(F)(F)(F)F. Given the product [F:27][C:18]1[C:19]([C:23]([F:25])([F:26])[F:24])=[CH:20][CH:21]=[CH:22][C:17]=1[NH:16][C:13]([CH:11]1[CH2:10][S:9][C:8]([C:4]2[CH:5]=[CH:6][CH:7]=[C:2]([Cl:1])[CH:3]=2)=[N:12]1)=[O:15], predict the reactants needed to synthesize it. (3) Given the product [C:22]([O:26][C:27]([NH:29][N:30]([C:31]1[CH:36]=[CH:35][C:34]([F:37])=[CH:33][C:32]=1[Cl:38])[C:18]([CH:11]1[C:10](=[O:21])[C@:9]2([CH3:8])[C:15]([CH3:17])([CH3:16])[C@H:12]1[CH2:13][CH2:14]2)=[O:19])=[O:28])([CH3:25])([CH3:23])[CH3:24], predict the reactants needed to synthesize it. The reactants are: C(N(CC)CC)C.[CH3:8][C@@:9]12[C:15]([CH3:17])([CH3:16])[C@@H:12]([CH2:13][CH2:14]1)[CH:11]([C:18](Cl)=[O:19])[C:10]2=[O:21].[C:22]([O:26][C:27]([NH:29][NH:30][C:31]1[CH:36]=[CH:35][C:34]([F:37])=[CH:33][C:32]=1[Cl:38])=[O:28])([CH3:25])([CH3:24])[CH3:23]. (4) The reactants are: [Br:1][C:2]1[CH:3]=[CH:4][CH:5]=[C:6]2[C:28]=1[C:9]1([CH2:14][CH2:13][N:12]([C:15](=[O:27])[NH:16][CH:17]3[CH:24]4[CH2:25][CH:20]5[CH2:21][CH:22]([CH2:26][CH:18]3[CH2:19]5)[CH2:23]4)[CH2:11][CH2:10]1)[CH2:8][CH:7]2[C:29]([CH3:36])([CH3:35])[C:30](OCC)=[O:31].CC(C[AlH]CC(C)C)C. Given the product [Br:1][C:2]1[CH:3]=[CH:4][CH:5]=[C:6]2[C:28]=1[C:9]1([CH2:10][CH2:11][N:12]([C:15]([NH:16][CH:17]3[CH:24]4[CH2:25][CH:20]5[CH2:21][CH:22]([CH2:26][CH:18]3[CH2:19]5)[CH2:23]4)=[O:27])[CH2:13][CH2:14]1)[CH2:8][CH:7]2[C:29]([CH3:36])([CH3:35])[CH:30]=[O:31], predict the reactants needed to synthesize it. (5) The reactants are: Br[CH2:2][C:3]([C:5]1[CH:10]=[CH:9][CH:8]=[C:7]([Cl:11])[CH:6]=1)=[O:4].C1N2CN3CN(C2)C[N:13]1C3.Cl. Given the product [ClH:11].[NH2:13][CH2:2][C:3]([C:5]1[CH:10]=[CH:9][CH:8]=[C:7]([Cl:11])[CH:6]=1)=[O:4], predict the reactants needed to synthesize it.